From a dataset of NCI-60 drug combinations with 297,098 pairs across 59 cell lines. Regression. Given two drug SMILES strings and cell line genomic features, predict the synergy score measuring deviation from expected non-interaction effect. (1) Drug 1: CC1=C2C(C(=O)C3(C(CC4C(C3C(C(C2(C)C)(CC1OC(=O)C(C(C5=CC=CC=C5)NC(=O)OC(C)(C)C)O)O)OC(=O)C6=CC=CC=C6)(CO4)OC(=O)C)OC)C)OC. Drug 2: C1=CC(=C2C(=C1NCCNCCO)C(=O)C3=C(C=CC(=C3C2=O)O)O)NCCNCCO. Cell line: MOLT-4. Synergy scores: CSS=98.4, Synergy_ZIP=7.90, Synergy_Bliss=7.72, Synergy_Loewe=6.50, Synergy_HSA=9.53. (2) Drug 1: C1=CC(=CC=C1CCCC(=O)O)N(CCCl)CCCl. Drug 2: COCCOC1=C(C=C2C(=C1)C(=NC=N2)NC3=CC=CC(=C3)C#C)OCCOC.Cl. Cell line: UO-31. Synergy scores: CSS=18.5, Synergy_ZIP=-5.39, Synergy_Bliss=-2.49, Synergy_Loewe=1.30, Synergy_HSA=1.92. (3) Drug 1: C1CN1C2=NC(=NC(=N2)N3CC3)N4CC4. Drug 2: C#CCC(CC1=CN=C2C(=N1)C(=NC(=N2)N)N)C3=CC=C(C=C3)C(=O)NC(CCC(=O)O)C(=O)O. Cell line: SN12C. Synergy scores: CSS=21.5, Synergy_ZIP=-0.915, Synergy_Bliss=-1.69, Synergy_Loewe=-3.57, Synergy_HSA=-4.23. (4) Drug 1: CC12CCC3C(C1CCC2O)C(CC4=C3C=CC(=C4)O)CCCCCCCCCS(=O)CCCC(C(F)(F)F)(F)F. Drug 2: CCN(CC)CCCC(C)NC1=C2C=C(C=CC2=NC3=C1C=CC(=C3)Cl)OC. Cell line: SW-620. Synergy scores: CSS=37.9, Synergy_ZIP=-3.69, Synergy_Bliss=-1.86, Synergy_Loewe=-26.0, Synergy_HSA=-2.14. (5) Drug 1: CCC1(CC2CC(C3=C(CCN(C2)C1)C4=CC=CC=C4N3)(C5=C(C=C6C(=C5)C78CCN9C7C(C=CC9)(C(C(C8N6C)(C(=O)OC)O)OC(=O)C)CC)OC)C(=O)OC)O.OS(=O)(=O)O. Drug 2: CCN(CC)CCCC(C)NC1=C2C=C(C=CC2=NC3=C1C=CC(=C3)Cl)OC. Cell line: EKVX. Synergy scores: CSS=16.8, Synergy_ZIP=3.42, Synergy_Bliss=-3.07, Synergy_Loewe=-2.11, Synergy_HSA=-1.84. (6) Drug 1: CCC1(CC2CC(C3=C(CCN(C2)C1)C4=CC=CC=C4N3)(C5=C(C=C6C(=C5)C78CCN9C7C(C=CC9)(C(C(C8N6C=O)(C(=O)OC)O)OC(=O)C)CC)OC)C(=O)OC)O.OS(=O)(=O)O. Drug 2: CC1=C(C=C(C=C1)NC(=O)C2=CC=C(C=C2)CN3CCN(CC3)C)NC4=NC=CC(=N4)C5=CN=CC=C5. Cell line: UO-31. Synergy scores: CSS=-0.520, Synergy_ZIP=-0.580, Synergy_Bliss=-2.20, Synergy_Loewe=0.545, Synergy_HSA=-1.80. (7) Drug 1: C1CCN(CC1)CCOC2=CC=C(C=C2)C(=O)C3=C(SC4=C3C=CC(=C4)O)C5=CC=C(C=C5)O. Drug 2: C1CN1P(=S)(N2CC2)N3CC3. Cell line: SF-539. Synergy scores: CSS=9.10, Synergy_ZIP=-5.02, Synergy_Bliss=-3.77, Synergy_Loewe=-3.00, Synergy_HSA=-2.51. (8) Drug 1: CC1CC(C(C(C=C(C(C(C=CC=C(C(=O)NC2=CC(=O)C(=C(C1)C2=O)OC)C)OC)OC(=O)N)C)C)O)OC. Drug 2: CCC1=C2N=C(C=C(N2N=C1)NCC3=C[N+](=CC=C3)[O-])N4CCCCC4CCO. Cell line: HT29. Synergy scores: CSS=77.2, Synergy_ZIP=1.01, Synergy_Bliss=-0.612, Synergy_Loewe=-0.903, Synergy_HSA=2.43. (9) Drug 1: CC1CCC2CC(C(=CC=CC=CC(CC(C(=O)C(C(C(=CC(C(=O)CC(OC(=O)C3CCCCN3C(=O)C(=O)C1(O2)O)C(C)CC4CCC(C(C4)OC)OCCO)C)C)O)OC)C)C)C)OC. Drug 2: CN(C(=O)NC(C=O)C(C(C(CO)O)O)O)N=O. Cell line: LOX IMVI. Synergy scores: CSS=-0.950, Synergy_ZIP=-4.24, Synergy_Bliss=-6.43, Synergy_Loewe=-30.8, Synergy_HSA=-8.23. (10) Drug 2: CN(CC1=CN=C2C(=N1)C(=NC(=N2)N)N)C3=CC=C(C=C3)C(=O)NC(CCC(=O)O)C(=O)O. Drug 1: CC12CCC(CC1=CCC3C2CCC4(C3CC=C4C5=CN=CC=C5)C)O. Cell line: MDA-MB-231. Synergy scores: CSS=1.59, Synergy_ZIP=0.626, Synergy_Bliss=1.47, Synergy_Loewe=-2.47, Synergy_HSA=-2.57.